From a dataset of Catalyst prediction with 721,799 reactions and 888 catalyst types from USPTO. Predict which catalyst facilitates the given reaction. (1) Reactant: [CH2:1]([NH:8][C:9]1[S:10][C:11]([CH2:14][NH:15][C:16]2[S:17][C:18]([C:21]3[CH:26]=[CH:25][C:24]([CH3:27])=[CH:23][CH:22]=3)=[CH:19][N:20]=2)=[CH:12][N:13]=1)[C:2]1[CH:7]=[CH:6][CH:5]=[CH:4][CH:3]=1.C(Cl)(Cl)[Cl:29].CCOC(C)=O. Product: [ClH:29].[ClH:29].[CH2:1]([NH:8][C:9]1[S:10][C:11]([CH2:14][NH:15][C:16]2[S:17][C:18]([C:21]3[CH:22]=[CH:23][C:24]([CH3:27])=[CH:25][CH:26]=3)=[CH:19][N:20]=2)=[CH:12][N:13]=1)[C:2]1[CH:3]=[CH:4][CH:5]=[CH:6][CH:7]=1. The catalyst class is: 33. (2) The catalyst class is: 4. Product: [NH2:52][CH2:51][CH2:50][O:49][C:48]1[CH:60]=[CH:61][C:45]([NH:44][C:3](=[O:5])[C:2](=[O:1])[C:6]2[CH:11]=[CH:10][C:9]([CH3:12])=[CH:8][CH:7]=2)=[CH:46][C:47]=1[C:62]1[N:66]([CH3:67])[N:65]=[CH:64][CH:63]=1. Reactant: [O:1]=[C:2]([C:6]1[CH:11]=[CH:10][C:9]([CH3:12])=[CH:8][CH:7]=1)[C:3]([OH:5])=O.C(N(CC)CC)C.CN(C(ON1N=NC2C=CC=NC1=2)=[N+](C)C)C.F[P-](F)(F)(F)(F)F.[NH2:44][C:45]1[CH:61]=[CH:60][C:48]([O:49][CH2:50][CH2:51][NH:52]C(=O)OC(C)(C)C)=[C:47]([C:62]2[N:66]([CH3:67])[N:65]=[CH:64][CH:63]=2)[CH:46]=1.Cl.CCOCC. (3) Reactant: [C:1]([CH:3]1[CH2:8][CH2:7][C:6](=O)[CH2:5][CH2:4]1)#[N:2].[CH3:10][NH2:11].[BH-](OC(C)=O)(OC(C)=O)OC(C)=O.[Na+]. Product: [CH3:10][NH:11][CH:6]1[CH2:7][CH2:8][CH:3]([C:1]#[N:2])[CH2:4][CH2:5]1. The catalyst class is: 76. (4) Product: [Br:24][C:25]1[CH:42]=[CH:41][C:28]([O:29][CH2:30][C:31]([NH:1][CH2:2][C@@H:3]([C:12]2[CH:13]=[CH:14][C:15]([OH:23])=[C:16]([NH:18][S:19]([CH3:22])(=[O:20])=[O:21])[CH:17]=2)[O:4][Si:5]([CH2:6][CH3:7])([CH2:10][CH3:11])[CH2:8][CH3:9])=[O:32])=[CH:27][CH:26]=1. The catalyst class is: 7. Reactant: [NH2:1][CH2:2][C@@H:3]([C:12]1[CH:13]=[CH:14][C:15]([OH:23])=[C:16]([NH:18][S:19]([CH3:22])(=[O:21])=[O:20])[CH:17]=1)[O:4][Si:5]([CH2:10][CH3:11])([CH2:8][CH3:9])[CH2:6][CH3:7].[Br:24][C:25]1[CH:42]=[CH:41][C:28]([O:29][CH2:30][C:31](ON2C(=O)CCC2=O)=[O:32])=[CH:27][CH:26]=1.